Dataset: Experimentally validated miRNA-target interactions with 360,000+ pairs, plus equal number of negative samples. Task: Binary Classification. Given a miRNA mature sequence and a target amino acid sequence, predict their likelihood of interaction. (1) The miRNA is hsa-miR-2355-3p with sequence AUUGUCCUUGCUGUUUGGAGAU. The protein sequence of the target gene is MTNPSDRVLPANSMAESREGDFGCTVMELRKLMELRSRDALTQINVHYGGVQNLCSRLKTSPVEGLSGNPADLEKRRQVFGHNVIPPKKPKTFLELVWEALQDVTLIILEIAAIISLVLSFYRPAGEENELCGQVATTPEDENEAQAGWIEGAAILFSVIIVVLVTAFNDWSKEKQFRGLQCRIEQEQKFSIIRNGQLIQLPVAEIVVGDIAQVKYGDLLPADGILIQGNDLKIDESSLTGESDHVKKSLDKDPMLLSGTHVMEGSGRMVVTAVGVNSQTGIILTLLGVNEDDEGEKKKK.... Result: 0 (no interaction). (2) The miRNA is hsa-miR-3158-5p with sequence CCUGCAGAGAGGAAGCCCUUC. The protein sequence of the target gene is MTLRRRGEKATISIQEHMAIDVCPGPIRPIKQISDYFPRFPRGLPPTAAPRAPAPPDAPARSPAASASPRSPSDGARDDDEDVDQLFGAYGASPGPSPGPSPARPPAKPPEDEPDVDGYESDDCTALGTLDFSLLYDQENNALHCTISKAKGLKPMDHNGLADPYVKLHLLPGASKANKLRTKTLRNTLNPSWNETLTYYGITDEDMVRKTLRISVCDEDKFRHNEFIGETRVPLKKLKPNHTKTFSICLEKQLPVDKAEDKSLEERGRILISLKYSSQKQGLLVGIVRCAHLAAMDANG.... Result: 0 (no interaction). (3) The miRNA is cel-miR-243-3p with sequence CGGUACGAUCGCGGCGGGAUAUC. The protein sequence of the target gene is MAVSVLRLTVVLGLLVLFLTCYADDKPDKPDDKPDDSGKDPKPDFPKFLSLLGTEIIENAVEFILRSMSRSTGFMEFDDNEGKHSSK. Result: 0 (no interaction). (4) The miRNA is hsa-miR-1296-5p with sequence UUAGGGCCCUGGCUCCAUCUCC. The protein sequence of the target gene is MALGLQRARSTTELRKEKSRDAARSRRSQETEVLYQLAHTLPFARGVSAHLDKASIMRLTISYLRMHRLCAAGEWNQVGAGGEPLDACYLKALEGFVMVLTAEGDMAYLSENVSKHLGLSQLELIGHSIFDFIHPCDQEELQDALTPQQTLSRRKVEAPTERCFSLRMKSTLTSRGRTLNLKAATWKVLNCSGHMRAYKPPAQTSPAGSPDSEPPLQCLVLICEAIPHPGSLEPPLGRGAFLSRHSLDMKFTYCDDRIAEVAGYSPDDLIGCSAYEYIHALDSDAVSKSIHTLLSKGQAV.... Result: 0 (no interaction). (5) The miRNA is hsa-miR-142-5p with sequence CAUAAAGUAGAAAGCACUACU. The protein sequence of the target gene is MAAGVLPQNEQPYSTLVNNSECVANMKGNLERPTPKYTKVGERLRHVIPGHMACSMACGGRACKYENPARWSEQEQAIKGVYSSWVTDNILAMARPSSELLEKYHIIDQFLSHGIKTIINLQRPGEHASCGNPLEQESGFTYLPEAFMEAGIYFYNFGWKDYGVASLTTILDMVKVMTFALQEGKVAIHCHAGLGRTGVLIACYLVFATRMTADQAIIFVRAKRPNSIQTRGQLLCVREFTQFLTPLRNIFSCCDPKAHAVTLPQYLIRQRHLLHGYEARLLKHVPKIIHLVCKLLLDLA.... Result: 1 (interaction).